From a dataset of Reaction yield outcomes from USPTO patents with 853,638 reactions. Predict the reaction yield, written as a fraction of the theoretical maximum amount of product (1.0 means a 100% yield; for example, 0.34 means a 34% yield). (1) The reactants are [CH2:1]([N:8]([C@H:29]([CH:31]1[CH2:33][CH2:32]1)[CH3:30])[C:9](=[O:28])[CH2:10][N:11]1[C:25](=[O:26])[C:14]2([C:22]3[C:17](=[CH:18][C:19]([C:23]#[N:24])=[CH:20][CH:21]=3)[CH2:16][CH2:15]2)[NH:13][C:12]1=[O:27])[C:2]1[CH:7]=[CH:6][CH:5]=[CH:4][CH:3]=1.C([O-])([O-])=[O:35].[K+].[K+].OO. The catalyst is CO.O. The product is [CH2:1]([N:8]([C@H:29]([CH:31]1[CH2:32][CH2:33]1)[CH3:30])[C:9](=[O:28])[CH2:10][N:11]1[C:25](=[O:26])[C:14]2([C:22]3[C:17](=[CH:18][C:19]([C:23]([NH2:24])=[O:35])=[CH:20][CH:21]=3)[CH2:16][CH2:15]2)[NH:13][C:12]1=[O:27])[C:2]1[CH:3]=[CH:4][CH:5]=[CH:6][CH:7]=1. The yield is 0.800. (2) The reactants are [CH3:1][O:2][C:3]1[CH:9]=[C:8](B2OC(C)(C)C(C)(C)O2)[CH:7]=[CH:6][C:4]=1[NH2:5].I[C:20]1[CH:21]=[N:22][N:23]([CH2:25][CH2:26][N:27]([CH3:29])[CH3:28])[CH:24]=1.C(Cl)Cl.C(=O)([O-])[O-].[Na+].[Na+]. The catalyst is C1COCC1.O.C1C=CC(P(C2C=CC=CC=2)[C-]2C=CC=C2)=CC=1.C1C=CC(P(C2C=CC=CC=2)[C-]2C=CC=C2)=CC=1.Cl[Pd]Cl.[Fe+2]. The product is [CH3:28][N:27]([CH3:29])[CH2:26][CH2:25][N:23]1[CH:24]=[C:20]([C:8]2[CH:7]=[CH:6][C:4]([NH2:5])=[C:3]([O:2][CH3:1])[CH:9]=2)[CH:21]=[N:22]1. The yield is 0.280. (3) The reactants are [NH2:1][C:2]1[CH:3]=[C:4]([CH:21]=[CH:22][C:23]=1[CH3:24])[O:5][C:6]1[CH:7]=[CH:8][C:9]2[N:10]([CH:12]=[C:13]([NH:15][C:16]([CH:18]3[CH2:20][CH2:19]3)=[O:17])[N:14]=2)[N:11]=1.[CH3:25][C:26]1[S:27][C:28]([S:32](Cl)(=[O:34])=[O:33])=[C:29]([CH3:31])[N:30]=1.O. The catalyst is N1C=CC=CC=1. The product is [CH3:25][C:26]1[S:27][C:28]([S:32]([NH:1][C:2]2[CH:3]=[C:4]([CH:21]=[CH:22][C:23]=2[CH3:24])[O:5][C:6]2[CH:7]=[CH:8][C:9]3[N:10]([CH:12]=[C:13]([NH:15][C:16]([CH:18]4[CH2:20][CH2:19]4)=[O:17])[N:14]=3)[N:11]=2)(=[O:34])=[O:33])=[C:29]([CH3:31])[N:30]=1. The yield is 0.640. (4) The reactants are [CH2:1]([O:3][C:4]([C:6]1([NH:11][C:12]([CH:14]2[CH2:18][CH:17]([O:19][C:20]3[CH:25]=[C:24]([C:26]4[CH:31]=[CH:30][CH:29]=[CH:28][CH:27]=4)[N:23]=[C:22]([O:32][CH3:33])[N:21]=3)[CH2:16][CH:15]2[C:34](=[O:43])[N:35]([CH2:37][CH2:38][CH2:39][CH2:40]C=C)[CH3:36])=[O:13])[CH2:8][CH:7]1[CH:9]=[CH2:10])=[O:5])[CH3:2]. The catalyst is ClCCCl.CC1C=C(C)C(N2C(=[Ru](Cl)(Cl)=CC3C=CC=CC=3OC(C)C)N(C3C(C)=CC(C)=CC=3C)CC2)=C(C)C=1. The product is [CH2:1]([O:3][C:4]([C:6]12[CH2:8][CH:7]1[CH:9]=[CH:10][CH2:40][CH2:39][CH2:38][CH2:37][N:35]([CH3:36])[C:34](=[O:43])[CH:15]1[CH:14]([CH2:18][CH:17]([O:19][C:20]3[CH:25]=[C:24]([C:26]4[CH:31]=[CH:30][CH:29]=[CH:28][CH:27]=4)[N:23]=[C:22]([O:32][CH3:33])[N:21]=3)[CH2:16]1)[C:12](=[O:13])[NH:11]2)=[O:5])[CH3:2]. The yield is 0.700. (5) The reactants are Cl[C:2]1C=CC(C2(C#N)CC2)=C[CH:3]=1.C[Mg]Cl.[O:16]1[CH2:20][CH2:19]CC1.[ClH:21].[C:22]1([CH3:28])[CH:27]=[CH:26][CH:25]=[CH:24][CH:23]=1. No catalyst specified. The product is [Cl:21][C:25]1[CH:26]=[CH:27][C:22]([C:28]2([C:20](=[O:16])[CH3:19])[CH2:3][CH2:2]2)=[CH:23][CH:24]=1. The yield is 0.340. (6) The reactants are CC(C)([O-])C.[K+].[C:7]([CH2:9]P(=O)(OCC)OCC)#[N:8].[CH3:18][C:19]1([C:24]#[N:25])[CH2:22][C:21](=O)[CH2:20]1. The catalyst is O1CCCC1. The product is [C:7]([CH:9]=[C:21]1[CH2:22][C:19]([CH3:18])([C:24]#[N:25])[CH2:20]1)#[N:8]. The yield is 0.468.